From a dataset of Reaction yield outcomes from USPTO patents with 853,638 reactions. Predict the reaction yield, written as a fraction of the theoretical maximum amount of product (1.0 means a 100% yield; for example, 0.34 means a 34% yield). (1) The reactants are [C:1]([N:4]1[C:13]2[C:8](=[CH:9][C:10]([N+:14]([O-:16])=[O:15])=[CH:11][CH:12]=2)[C:7](=O)[CH:6]([C:18](=O)[C:19]([O:21][CH2:22][CH3:23])=[O:20])[CH2:5]1)(=[O:3])[CH3:2].Cl.[F:26][C:27]1[CH:32]=[CH:31][C:30]([NH:33][NH2:34])=[CH:29][CH:28]=1. The catalyst is C(O)(=O)C. The product is [C:1]([N:4]1[C:13]2[CH:12]=[CH:11][C:10]([N+:14]([O-:16])=[O:15])=[CH:9][C:8]=2[C:7]2[N:33]([C:30]3[CH:31]=[CH:32][C:27]([F:26])=[CH:28][CH:29]=3)[N:34]=[C:18]([C:19]([O:21][CH2:22][CH3:23])=[O:20])[C:6]=2[CH2:5]1)(=[O:3])[CH3:2]. The yield is 0.590. (2) The reactants are [C:1]([N:4]1[CH2:9][CH2:8][N:7]2[N:10]=[C:11]([NH:13][C:14]3[C:15](=[O:30])[N:16]([CH3:29])[CH:17]=[C:18](B4OC(C)(C)C(C)(C)O4)[CH:19]=3)[CH:12]=[C:6]2[CH2:5]1)(=[O:3])[CH3:2].[C:31]([O:34][CH2:35][C:36]1[C:37]([N:45]2[CH2:57][CH2:56][N:48]3[C:49]4[CH2:50][CH2:51][CH2:52][CH2:53][C:54]=4[CH:55]=[C:47]3[C:46]2=[O:58])=[N:38][CH:39]=[CH:40][C:41]=1B(O)O)(=[O:33])[CH3:32].C([O-])(=O)C.[Na+].[O-]P([O-])([O-])=O.[K+].[K+].[K+]. The catalyst is C1C=CC(P(C2C=CC=CC=2)[C-]2C=CC=C2)=CC=1.C1C=CC(P(C2C=CC=CC=2)[C-]2C=CC=C2)=CC=1.Cl[Pd]Cl.[Fe+2].C(#N)C.O. The product is [C:31]([O:34][CH2:35][C:36]1[C:37]([N:45]2[CH2:57][CH2:56][N:48]3[C:49]4[CH2:50][CH2:51][CH2:52][CH2:53][C:54]=4[CH:55]=[C:47]3[C:46]2=[O:58])=[N:38][CH:39]=[CH:40][C:41]=1[C:18]1[CH:19]=[C:14]([NH:13][C:11]2[CH:12]=[C:6]3[CH2:5][N:4]([C:1](=[O:3])[CH3:2])[CH2:9][CH2:8][N:7]3[N:10]=2)[C:15](=[O:30])[N:16]([CH3:29])[CH:17]=1)(=[O:33])[CH3:32]. The yield is 0.480. (3) The reactants are [CH3:1][C:2]1[S:3][CH:4]=[C:5]([CH3:7])[N:6]=1.C([Li])CCC.CON(C)[C:16](=[O:18])[CH3:17]. The catalyst is O1CCCC1. The product is [CH3:7][C:5]1[N:6]=[C:2]([CH2:1][C:16](=[O:18])[CH3:17])[S:3][CH:4]=1. The yield is 0.230. (4) The reactants are Cl[C:2]1[CH:7]=[C:6]([C:8]([F:11])([F:10])[F:9])[N:5]=[C:4]([S:12][CH3:13])[N:3]=1.[CH3:14][S:15][C:16]1[CH:21]=[CH:20][C:19](B(O)O)=[CH:18][CH:17]=1.C(=O)([O-])[O-].[Na+].[Na+]. The catalyst is COCCOC.O. The product is [CH3:13][S:12][C:4]1[N:3]=[C:2]([C:19]2[CH:20]=[CH:21][C:16]([S:15][CH3:14])=[CH:17][CH:18]=2)[CH:7]=[C:6]([C:8]([F:11])([F:10])[F:9])[N:5]=1. The yield is 0.840. (5) The catalyst is CN(C=O)C.O. The reactants are [F:1][C:2]1[CH:3]=[C:4]([C@H:10]2[CH2:14][O:13][C:12](=[O:15])[NH:11]2)[C:5]([O:8][CH3:9])=[N:6][CH:7]=1.[H-].[Na+].Cl[C:19]1[CH:24]=[CH:23][N:22]2[N:25]=[CH:26][C:27]([C:28]([NH:30][CH2:31][CH2:32][Cl:33])=[O:29])=[C:21]2[N:20]=1.[NH4+].[Cl-]. The yield is 0.810. The product is [Cl:33][CH2:32][CH2:31][NH:30][C:28]([C:27]1[CH:26]=[N:25][N:22]2[CH:23]=[CH:24][C:19]([N:11]3[C@@H:10]([C:4]4[C:5]([O:8][CH3:9])=[N:6][CH:7]=[C:2]([F:1])[CH:3]=4)[CH2:14][O:13][C:12]3=[O:15])=[N:20][C:21]=12)=[O:29]. (6) The catalyst is CCOCC. The yield is 0.940. The reactants are [NH2:1][C:2]1[C:16]([F:17])=[CH:15][C:5]([O:6][C:7]([CH3:14])([CH3:13])[C:8](OCC)=[O:9])=[C:4]([N:18]2[C:22](=[O:23])[N:21]([CH3:24])[N:20]=[N:19]2)[CH:3]=1.[BH4-].[Li+].CO.[OH-].[Na+]. The product is [NH2:1][C:2]1[C:16]([F:17])=[CH:15][C:5]([O:6][C:7]([CH3:13])([CH3:14])[CH2:8][OH:9])=[C:4]([N:18]2[C:22](=[O:23])[N:21]([CH3:24])[N:20]=[N:19]2)[CH:3]=1. (7) The reactants are [NH2:1][C:2]([N:4]([CH2:17][C:18]([O:20]CC)=O)[C@@H:5]([C:13]([CH3:16])([CH3:15])[CH3:14])[C:6]([O:8][C:9]([CH3:12])([CH3:11])[CH3:10])=[O:7])=[O:3].C(N(CC)CC)C. The catalyst is CO. The product is [O:3]=[C:2]1[NH:1][C:18](=[O:20])[CH2:17][N:4]1[C@@H:5]([C:13]([CH3:16])([CH3:15])[CH3:14])[C:6]([O:8][C:9]([CH3:12])([CH3:11])[CH3:10])=[O:7]. The yield is 0.850.